This data is from Forward reaction prediction with 1.9M reactions from USPTO patents (1976-2016). The task is: Predict the product of the given reaction. (1) Given the reactants [F:1][C:2]1[C:7]([O:8][CH3:9])=[CH:6][C:5]([O:10][CH3:11])=[C:4]([F:12])[C:3]=1[C:13]1[N:18]=[C:17]2[NH:19][N:20]=[C:21](I)[C:16]2=[CH:15][N:14]=1.[CH:23]([N:26]1[CH2:34][C:33]2[C:28](=[CH:29][CH:30]=[C:31](B3OC(C)(C)C(C)(C)O3)[CH:32]=2)[C:27]1=[O:44])([CH3:25])[CH3:24], predict the reaction product. The product is: [F:1][C:2]1[C:7]([O:8][CH3:9])=[CH:6][C:5]([O:10][CH3:11])=[C:4]([F:12])[C:3]=1[C:13]1[N:18]=[C:17]2[NH:19][N:20]=[C:21]([C:31]3[CH:32]=[C:33]4[C:28](=[CH:29][CH:30]=3)[C:27](=[O:44])[N:26]([CH:23]([CH3:25])[CH3:24])[CH2:34]4)[C:16]2=[CH:15][N:14]=1. (2) Given the reactants [CH3:1][O:2][C:3]1[CH:8]=[C:7]([O:9][CH3:10])[CH:6]=[CH:5][C:4]=1[C:11]1[C:19]2[C:14](=[C:15]([F:20])[CH:16]=[CH:17][CH:18]=2)[NH:13][N:12]=1.[H-].[Na+].[CH:23]1(Br)[CH2:27][CH2:26][CH2:25][CH2:24]1, predict the reaction product. The product is: [CH:23]1([N:13]2[C:14]3[C:19](=[CH:18][CH:17]=[CH:16][C:15]=3[F:20])[C:11]([C:4]3[CH:5]=[CH:6][C:7]([O:9][CH3:10])=[CH:8][C:3]=3[O:2][CH3:1])=[N:12]2)[CH2:27][CH2:26][CH2:25][CH2:24]1. (3) Given the reactants [N:1]([C:4]1[CH:9]=[CH:8][C:7]([C:10]([F:13])([F:12])[F:11])=[CH:6][CH:5]=1)=[C:2]=[O:3].[CH3:14][CH:15]([CH3:38])[CH:16]([NH:21][C:22]([C:24]1[S:25][CH:26]=[C:27]([C:29]2[CH:34]=[CH:33][C:32]([N+:35]([O-])=O)=[CH:31][CH:30]=2)[N:28]=1)=[O:23])[C:17]([O:19][CH3:20])=[O:18], predict the reaction product. The product is: [CH3:20][O:19][C:17](=[O:18])[CH:16]([NH:21][C:22]([C:24]1[S:25][CH:26]=[C:27]([C:29]2[CH:30]=[CH:31][C:32]([NH:35][C:2]([NH:1][C:4]3[CH:5]=[CH:6][C:7]([C:10]([F:11])([F:12])[F:13])=[CH:8][CH:9]=3)=[O:3])=[CH:33][CH:34]=2)[N:28]=1)=[O:23])[CH:15]([CH3:38])[CH3:14]. (4) Given the reactants [CH3:1]N(CCN(C)C)C.C([Li])(CC)C.[F:14][C:15]([F:26])([F:25])[C:16]1[CH:24]=[CH:23][C:19]([C:20]([OH:22])=[O:21])=[CH:18][CH:17]=1.IC, predict the reaction product. The product is: [CH3:1][C:23]1[CH:24]=[C:16]([C:15]([F:25])([F:26])[F:14])[CH:17]=[CH:18][C:19]=1[C:20]([OH:22])=[O:21]. (5) Given the reactants [I:1][C:2]1[CH:3]=[C:4]([CH2:8]O)[CH:5]=[CH:6][CH:7]=1.[Cl:10][C:11]1[S:15][C:14]([C:16]([NH:18][C:19]2[C:20]3[C:28](=[O:29])[NH:27][C:26](=[O:30])[C:21]=3[N:22]=[C:23]([CH3:25])[N:24]=2)=[O:17])=[CH:13][CH:12]=1, predict the reaction product. The product is: [Cl:10][C:11]1[S:15][C:14]([C:16]([NH:18][C:19]2[C:20]3[C:28](=[O:29])[N:27]([CH2:8][C:4]4[CH:5]=[CH:6][CH:7]=[C:2]([I:1])[CH:3]=4)[C:26](=[O:30])[C:21]=3[N:22]=[C:23]([CH3:25])[N:24]=2)=[O:17])=[CH:13][CH:12]=1. (6) The product is: [ClH:16].[ClH:16].[NH:8]1[CH2:13][CH2:12][CH:11]([O:14][NH2:15])[CH2:10][CH2:9]1. Given the reactants C(OC([N:8]1[CH2:13][CH2:12][CH:11]([O:14][NH2:15])[CH2:10][CH2:9]1)=O)(C)(C)C.[ClH:16], predict the reaction product. (7) Given the reactants C(N1CCN2CCN(CC(C)C)P1N(CC(C)C)CC2)C(C)C.CC(C)([O-])C.[Na+].Cl[C:31]1[CH:36]=[CH:35][N:34]=[C:33]2[S:37][C:38]([CH2:40][CH2:41][CH3:42])=[N:39][C:32]=12.[NH2:43][C:44]1[CH:49]=[C:48]([CH3:50])[CH:47]=[CH:46][C:45]=1[S:51][C:52]1[CH:57]=[CH:56][C:55]([OH:58])=[CH:54][CH:53]=1, predict the reaction product. The product is: [CH3:50][C:48]1[CH:47]=[CH:46][C:45]([S:51][C:52]2[CH:57]=[CH:56][C:55]([OH:58])=[CH:54][CH:53]=2)=[C:44]([NH:43][C:31]2[CH:36]=[CH:35][N:34]=[C:33]3[S:37][C:38]([CH2:40][CH2:41][CH3:42])=[N:39][C:32]=23)[CH:49]=1. (8) Given the reactants Cl[C:2]1([C:8]([O:10][CH3:11])=[O:9])[C:6](=[O:7])[CH:5]=[CH:4][S:3]1.[CH3:12][C:13]1[C:21]([CH3:22])=[CH:20][C:16]2[NH:17][CH:18]=[N:19][C:15]=2[CH:14]=1.C(O)(=O)C, predict the reaction product. The product is: [OH:7][C:6]1[CH:5]=[C:4]([N:17]2[C:16]3[CH:20]=[C:21]([CH3:22])[C:13]([CH3:12])=[CH:14][C:15]=3[N:19]=[CH:18]2)[S:3][C:2]=1[C:8]([O:10][CH3:11])=[O:9].